This data is from Forward reaction prediction with 1.9M reactions from USPTO patents (1976-2016). The task is: Predict the product of the given reaction. (1) Given the reactants [CH3:1][O:2][C:3]([C:5]1[N:6]=[CH:7][C:8]([N:11]2[CH2:16][CH2:15][NH:14][CH:13]([CH:17]([CH3:19])[CH3:18])[CH2:12]2)=[N:9][CH:10]=1)=[O:4].[N:20]([C:23]1[CH:32]=[CH:31][CH:30]=[C:29]2[C:24]=1[CH:25]=[CH:26][CH:27]=[N:28]2)=[C:21]=[S:22], predict the reaction product. The product is: [CH3:1][O:2][C:3]([C:5]1[N:6]=[CH:7][C:8]([N:11]2[CH2:16][CH2:15][N:14]([C:21](=[S:22])[NH:20][C:23]3[CH:32]=[CH:31][CH:30]=[C:29]4[C:24]=3[CH:25]=[CH:26][CH:27]=[N:28]4)[CH:13]([CH:17]([CH3:19])[CH3:18])[CH2:12]2)=[N:9][CH:10]=1)=[O:4]. (2) Given the reactants [C:1]([O:5][C@@H:6]([C:11]1[C:40]([CH3:41])=[CH:39][C:38]2=[N:42][C:35]3=[CH:36][N:37]2[C:12]=1[N:13]1[CH2:47][CH2:46][C:16]([CH3:48])([O:17][CH2:18][CH:19]=[CH:20][CH2:21][C@H:22]([CH3:45])[O:23][C:24]2[CH:25]=[CH:26][C:27]([F:44])=[CH:28][C:29]=2[C:30]2[CH:43]=[C:34]3[CH:33]=[CH:32][CH:31]=2)[CH2:15][CH2:14]1)[C:7]([O:9]C)=[O:8])([CH3:4])([CH3:3])[CH3:2].C(O[C@@H](C1C(C)=CC2=NC3=CN2C=1N1CCC(C)(OCCCC[C@H](C)OC2C=CC(C)=CC=2C2C=C3C=CC=2)CC1)C(O)=O)(C)(C)C, predict the reaction product. The product is: [C:1]([O:5][C@@H:6]([C:11]1[C:40]([CH3:41])=[CH:39][C:38]2=[N:42][C:35]3=[CH:36][N:37]2[C:12]=1[N:13]1[CH2:14][CH2:15][C:16]([CH3:48])([O:17][CH2:18][CH2:19][CH2:20][CH2:21][C@H:22]([CH3:45])[O:23][C:24]2[CH:25]=[CH:26][C:27]([F:44])=[CH:28][C:29]=2[C:30]2[CH:43]=[C:34]3[CH:33]=[CH:32][CH:31]=2)[CH2:46][CH2:47]1)[C:7]([OH:9])=[O:8])([CH3:4])([CH3:2])[CH3:3].